This data is from Full USPTO retrosynthesis dataset with 1.9M reactions from patents (1976-2016). The task is: Predict the reactants needed to synthesize the given product. Given the product [CH3:33][C:31]1[N:32]=[C:20]2[N:19]=[C:18]([C:15]3[CH:16]=[CH:17][C:12]([C:8]4([NH2:7])[CH2:11][CH2:10][CH2:9]4)=[CH:13][CH:14]=3)[C:23]([C:24]3[CH:25]=[CH:26][CH:27]=[CH:28][CH:29]=3)=[CH:22][N:21]2[N:30]=1, predict the reactants needed to synthesize it. The reactants are: C(OC(=O)[NH:7][C:8]1([C:12]2[CH:17]=[CH:16][C:15]([C:18]3[C:23]([C:24]4[CH:29]=[CH:28][CH:27]=[CH:26][CH:25]=4)=[CH:22][N:21]4[N:30]=[C:31]([CH3:33])[N:32]=[C:20]4[N:19]=3)=[CH:14][CH:13]=2)[CH2:11][CH2:10][CH2:9]1)(C)(C)C.Cl.